This data is from Reaction yield outcomes from USPTO patents with 853,638 reactions. The task is: Predict the reaction yield, written as a fraction of the theoretical maximum amount of product (1.0 means a 100% yield; for example, 0.34 means a 34% yield). (1) The product is [NH2:11][C:4]1[N:3]=[C:2]([Cl:1])[N:10]=[C:9]2[C:5]=1[N:6]=[CH:7][N:8]2[CH2:19][C:20]1[CH:21]=[C:22]([CH:27]=[CH:28][CH:29]=1)[C:23]([O:25][CH3:26])=[O:24]. The yield is 0.860. The reactants are [Cl:1][C:2]1[N:10]=[C:9]2[C:5]([NH:6][CH:7]=[N:8]2)=[C:4]([NH2:11])[N:3]=1.C(=O)([O-])[O-].[K+].[K+].Br[CH2:19][C:20]1[CH:21]=[C:22]([CH:27]=[CH:28][CH:29]=1)[C:23]([O:25][CH3:26])=[O:24]. The catalyst is CN(C=O)C. (2) The reactants are [O:1]1[CH2:6][CH2:5][O:4][CH2:3][CH:2]1[CH:7]([NH:9]CC1C=CC(OC)=CC=1)[CH3:8]. The catalyst is CO.[Pd]. The product is [O:1]1[CH2:6][CH2:5][O:4][CH2:3][CH:2]1[CH:7]([NH2:9])[CH3:8]. The yield is 0.960. (3) The reactants are [OH:1][C:2]1[C:11]([CH2:12][CH2:13][C:14]([CH3:16])=[CH2:15])=[C:10]([O:17][CH3:18])[CH:9]=[C:8](/[CH:19]=[CH:20]/[C:21]2[CH:26]=[CH:25][CH:24]=[CH:23][CH:22]=2)[C:3]=1[C:4](OC)=[O:5].[NH3:27]. No catalyst specified. The product is [OH:1][C:2]1[C:11]([CH2:12][CH2:13][C:14]([CH3:16])=[CH2:15])=[C:10]([O:17][CH3:18])[CH:9]=[C:8](/[CH:19]=[CH:20]/[C:21]2[CH:26]=[CH:25][CH:24]=[CH:23][CH:22]=2)[C:3]=1[C:4]([NH2:27])=[O:5]. The yield is 0.920. (4) The reactants are [C:1]([O:5][C:6]([C:8]1[C:9]([C:28](O)=[O:29])=[N:10][C:11]([C:21]2[CH:26]=[CH:25][C:24]([Cl:27])=[CH:23][CH:22]=2)=[C:12]([C:14]2[CH:19]=[CH:18][C:17]([Cl:20])=[CH:16][CH:15]=2)[N:13]=1)=[O:7])([CH3:4])([CH3:3])[CH3:2].[F:31][C:32]1([F:39])[CH2:37][CH2:36][N:35]([NH2:38])[CH2:34][CH2:33]1.C1CN([P+](ON2N=NC3C=CC=CC2=3)(N2CCCC2)N2CCCC2)CC1.F[P-](F)(F)(F)(F)F. The catalyst is N1C=CC=CC=1.C(Cl)Cl. The product is [Cl:27][C:24]1[CH:23]=[CH:22][C:21]([C:11]2[N:10]=[C:9]([C:28]([NH:38][N:35]3[CH2:36][CH2:37][C:32]([F:39])([F:31])[CH2:33][CH2:34]3)=[O:29])[C:8]([C:6]([O:5][C:1]([CH3:2])([CH3:4])[CH3:3])=[O:7])=[N:13][C:12]=2[C:14]2[CH:19]=[CH:18][C:17]([Cl:20])=[CH:16][CH:15]=2)=[CH:26][CH:25]=1. The yield is 0.610. (5) The reactants are [C:1]([NH:4][NH:5][C:6](=[O:36])[CH2:7][C:8]1[C:9](=[O:35])[N:10]=[C:11]([O:14][CH2:15][CH2:16][C:17]2[CH:22]=[CH:21][C:20]([O:23][C:24]3[CH:29]=[CH:28][C:27]([Cl:30])=[C:26]([C:31]([F:34])([F:33])[F:32])[CH:25]=3)=[CH:19][CH:18]=2)[NH:12][CH:13]=1)(=O)[CH3:2].CC[N+](S(N=C(OC)[O-])(=O)=O)(CC)CC. The catalyst is C1COCC1. The product is [Cl:30][C:27]1[CH:28]=[CH:29][C:24]([O:23][C:20]2[CH:19]=[CH:18][C:17]([CH2:16][CH2:15][O:14][C:11]3[NH:12][CH:13]=[C:8]([CH2:7][C:6]4[O:36][C:1]([CH3:2])=[N:4][N:5]=4)[C:9](=[O:35])[N:10]=3)=[CH:22][CH:21]=2)=[CH:25][C:26]=1[C:31]([F:34])([F:32])[F:33]. The yield is 0.0980. (6) The reactants are [Si:1]([O:8][C@H:9]([CH2:19][CH:20]([C:22]1[CH:27]=[C:26]([F:28])[CH:25]=[CH:24][C:23]=1[O:29][CH3:30])O)[CH2:10][NH:11][C:12](=[O:18])[O:13][C:14]([CH3:17])([CH3:16])[CH3:15])([C:4]([CH3:7])([CH3:6])[CH3:5])([CH3:3])[CH3:2].CS(Cl)(=O)=O.C([O-])(O)=O.[Na+]. The catalyst is C(Cl)Cl. The product is [Si:1]([O:8][CH:9]1[CH2:10][N:11]([C:12]([O:13][C:14]([CH3:17])([CH3:16])[CH3:15])=[O:18])[C@@H:20]([C:22]2[CH:27]=[C:26]([F:28])[CH:25]=[CH:24][C:23]=2[O:29][CH3:30])[CH2:19]1)([C:4]([CH3:7])([CH3:6])[CH3:5])([CH3:3])[CH3:2]. The yield is 0.574. (7) The reactants are [CH2:1]([O:3][C:4](=[O:36])[O:5][C:6]1[C:17]2[C:16](=[O:18])[N:15]([CH2:19][C:20]3[CH:25]=[CH:24][C:23]([F:26])=[CH:22][CH:21]=3)[C:14](=[O:27])[C:13]=2[C:12]([OH:28])=[C:11]2[C:7]=1[N:8]([CH2:29][C:30]1[CH:35]=[CH:34][CH:33]=[CH:32][CH:31]=1)[CH:9]=[N:10]2)[CH3:2].[C:37]1([C:43]([C:46]2[CH:51]=[CH:50][CH:49]=[CH:48][CH:47]=2)=[N+]=[N-])[CH:42]=[CH:41][CH:40]=[CH:39][CH:38]=1. The catalyst is ClCCCl. The product is [CH2:1]([O:3][C:4](=[O:36])[O:5][C:6]1[C:17]2[C:16](=[O:18])[N:15]([CH2:19][C:20]3[CH:21]=[CH:22][C:23]([F:26])=[CH:24][CH:25]=3)[C:14](=[O:27])[C:13]=2[C:12]([O:28][CH:43]([C:37]2[CH:42]=[CH:41][CH:40]=[CH:39][CH:38]=2)[C:46]2[CH:51]=[CH:50][CH:49]=[CH:48][CH:47]=2)=[C:11]2[C:7]=1[N:8]([CH2:29][C:30]1[CH:31]=[CH:32][CH:33]=[CH:34][CH:35]=1)[CH:9]=[N:10]2)[CH3:2]. The yield is 0.780.